From a dataset of Full USPTO retrosynthesis dataset with 1.9M reactions from patents (1976-2016). Predict the reactants needed to synthesize the given product. (1) Given the product [F:14][C:12]1[CH:11]=[CH:10][C:9]([CH3:15])=[C:8]([C:5]([CH3:7])([CH3:6])[CH2:4][C@:3]2([C:2]([F:27])([F:26])[F:1])[CH2:17][O:16]2)[CH:13]=1.[C:24]1([CH3:33])[CH:23]=[CH:22][CH:21]=[CH:20][C:19]=1[S:18][CH3:17], predict the reactants needed to synthesize it. The reactants are: [F:1][C:2]([F:27])([F:26])[C@@:3]([CH2:17][S:18][C:19]1[CH:24]=[CH:23][C:22](C)=[CH:21][CH:20]=1)([OH:16])[CH2:4][C:5]([C:8]1[CH:13]=[C:12]([F:14])[CH:11]=[CH:10][C:9]=1[CH3:15])([CH3:7])[CH3:6].F[B-](F)(F)F.[CH3:33][O+](C)C.C(=O)([O-])[O-].[K+].[K+].C(=O)(O)[O-].[Na+]. (2) Given the product [CH3:1][C:2]1[N:3]=[C:4]([NH:11][C:12]([N:32]2[CH2:31][CH2:30][N:29]([C:24]3[CH:23]=[C:22]([Cl:21])[CH:27]=[C:26]([Cl:28])[CH:25]=3)[CH2:34][CH2:33]2)=[S:20])[C:5]([O:9][CH3:10])=[N:6][C:7]=1[CH3:8], predict the reactants needed to synthesize it. The reactants are: [CH3:1][C:2]1[N:3]=[C:4]([NH:11][C:12](=[S:20])OC2C=CC=CC=2)[C:5]([O:9][CH3:10])=[N:6][C:7]=1[CH3:8].[Cl:21][C:22]1[CH:23]=[C:24]([N:29]2[CH2:34][CH2:33][NH:32][CH2:31][CH2:30]2)[CH:25]=[C:26]([Cl:28])[CH:27]=1. (3) Given the product [F:1][C:2]1[C:7]([F:8])=[CH:6][CH:5]=[CH:4][C:3]=1[CH:9]([C:10]1[NH:15][CH2:14][CH2:13][N:11]=1)[CH3:12], predict the reactants needed to synthesize it. The reactants are: [F:1][C:2]1[C:7]([F:8])=[CH:6][CH:5]=[CH:4][C:3]=1[CH:9]([CH3:12])[C:10]#[N:11].[CH2:13](N)[CH2:14][NH2:15].